Dataset: Full USPTO retrosynthesis dataset with 1.9M reactions from patents (1976-2016). Task: Predict the reactants needed to synthesize the given product. (1) Given the product [F:13][CH:2]([F:1])[O:3][C:4]1[CH:5]=[CH:6][C:7]([C:8]2[O:10][N:50]=[C:49]([C:51]3[CH:60]=[CH:59][CH:58]=[C:57]4[C:52]=3[CH:53]=[CH:54][N:55]=[CH:56]4)[N:48]=2)=[CH:11][CH:12]=1, predict the reactants needed to synthesize it. The reactants are: [F:1][CH:2]([F:13])[O:3][C:4]1[CH:12]=[CH:11][C:7]([C:8]([OH:10])=O)=[CH:6][CH:5]=1.CN(C(ON1N=NC2C=CC=NC1=2)=[N+](C)C)C.F[P-](F)(F)(F)(F)F.CCN(C(C)C)C(C)C.O[NH:48][C:49]([C:51]1[C:52]2[CH:53]=[CH:54][N:55]=[CH:56][C:57]=2[CH:58]=[CH:59][CH:60]=1)=[NH:50]. (2) The reactants are: Cl[C:2]1[CH:7]=[CH:6][N:5]=[C:4]2[CH:8]=[C:9]([C:11]([N:13]([CH3:15])[CH3:14])=[O:12])[S:10][C:3]=12.C(=O)([O-])[O-].[K+].[K+].[F:22][C:23]1[CH:28]=[C:27]([N+:29]([O-:31])=[O:30])[CH:26]=[CH:25][C:24]=1[OH:32].CO.CCOC(C)=O. Given the product [F:22][C:23]1[CH:28]=[C:27]([N+:29]([O-:31])=[O:30])[CH:26]=[CH:25][C:24]=1[O:32][C:2]1[CH:7]=[CH:6][N:5]=[C:4]2[CH:8]=[C:9]([C:11]([N:13]([CH3:15])[CH3:14])=[O:12])[S:10][C:3]=12, predict the reactants needed to synthesize it. (3) Given the product [Cl:1][CH2:2][C:3]([NH:5][CH2:6][CH2:7][CH2:8][CH2:9][CH2:10][C:11]([NH:41][C:42]1[CH:51]=[CH:50][C:49]2[C:44](=[CH:45][CH:46]=[CH:47][CH:48]=2)[N:43]=1)=[O:13])=[O:4], predict the reactants needed to synthesize it. The reactants are: [Cl:1][CH2:2][C:3]([NH:5][CH2:6][CH2:7][CH2:8][CH2:9][CH2:10][C:11]([OH:13])=O)=[O:4].F[P-](F)(F)(F)(F)F.N1(O[P+](N(C)C)(N(C)C)N(C)C)C2C=CC=CC=2N=N1.[NH2:41][C:42]1[CH:51]=[CH:50][C:49]2[C:44](=[CH:45][CH:46]=[CH:47][CH:48]=2)[N:43]=1.C(N(CC)CC)C. (4) The reactants are: Br[C:2]1[C:3]([CH2:26][O:27][C:28]2[CH:33]=[CH:32][C:31]([Cl:34])=[C:30]([Cl:35])[CH:29]=2)=[CH:4][C:5]2[O:9][N:8]=[C:7]([N:10]([C:18]([O:20][C:21]([CH3:24])([CH3:23])[CH3:22])=[O:19])[C:11](=[O:17])[O:12][C:13]([CH3:16])([CH3:15])[CH3:14])[C:6]=2[CH:25]=1.[CH2:36](B(O)O)[CH2:37][CH3:38].[F-].[Cs+]. Given the product [C:13]([O:12][C:11]([N:10]([C:7]1[C:6]2[CH:25]=[C:2]([CH2:36][CH2:37][CH3:38])[C:3]([CH2:26][O:27][C:28]3[CH:33]=[CH:32][C:31]([Cl:34])=[C:30]([Cl:35])[CH:29]=3)=[CH:4][C:5]=2[O:9][N:8]=1)[C:18](=[O:19])[O:20][C:21]([CH3:24])([CH3:23])[CH3:22])=[O:17])([CH3:16])([CH3:15])[CH3:14], predict the reactants needed to synthesize it. (5) Given the product [N:1]1[N:2]([C:6]2[CH:7]=[CH:8][C:9]([CH:10]([O:11][CH3:14])[C:20]([OH:21])=[O:18])=[CH:12][CH:13]=2)[N:3]=[CH:4][CH:5]=1, predict the reactants needed to synthesize it. The reactants are: [N:1]1[N:2]([C:6]2[CH:13]=[CH:12][C:9]([CH:10]=[O:11])=[CH:8][CH:7]=2)[N:3]=[CH:4][CH:5]=1.[CH:14](Br)(Br)Br.[OH-:18].[K+].[CH3:20][OH:21]. (6) The reactants are: [N+](C1C=CC(COC([N:12]2[CH2:16][CH2:15][C@H:14]([NH:17][C:18]([C:20]3[N:21]=[C:22]([N:25]4[CH2:28][CH:27]([S:29][C:30]5[C@H:31]([CH3:54])[C@@H:32]6[C@@H:49]([C@H:50]([OH:52])[CH3:51])[C:48](=[O:53])[N:33]6[C:34]=5[C:35]([O:37]CC5C=CC([N+]([O-])=O)=CC=5)=[O:36])[CH2:26]4)[O:23][CH:24]=3)=[O:19])[CH2:13]2)=O)=CC=1)([O-])=O. Given the product [NH:12]1[CH2:16][CH2:15][C@H:14]([NH:17][C:18]([C:20]2[N:21]=[C:22]([N:25]3[CH2:28][CH:27]([S:29][C:30]4[C@H:31]([CH3:54])[C@@H:32]5[C@@H:49]([C@H:50]([OH:52])[CH3:51])[C:48](=[O:53])[N:33]5[C:34]=4[C:35]([OH:37])=[O:36])[CH2:26]3)[O:23][CH:24]=2)=[O:19])[CH2:13]1, predict the reactants needed to synthesize it. (7) Given the product [CH3:40][N:43]([CH3:44])[C:25]([CH:21]1[CH2:22][CH2:23][CH2:24][N:18]([C:16]([C:15]2[C:11]3[CH2:10][O:9][C:7]4[CH:8]=[C:3]([O:2][CH3:1])[C:4]([CH:33]=[C:34]([CH3:35])[CH3:36])=[CH:5][C:6]=4[C:12]=3[N:13]([C:28]3[CH:32]=[CH:31][S:30][CH:29]=3)[N:14]=2)=[O:17])[CH2:19][CH2:20]1)=[O:27], predict the reactants needed to synthesize it. The reactants are: [CH3:1][O:2][C:3]1[C:4]([CH:33]=[C:34]([CH3:36])[CH3:35])=[CH:5][C:6]2[C:12]3[N:13]([C:28]4[CH:32]=[CH:31][S:30][CH:29]=4)[N:14]=[C:15]([C:16]([N:18]4[CH2:24][CH2:23][CH2:22][CH:21]([C:25]([OH:27])=O)[CH2:20][CH2:19]4)=[O:17])[C:11]=3[CH2:10][O:9][C:7]=2[CH:8]=1.C(Cl)Cl.[CH:40]([N:43](CC)[CH:44](C)C)(C)C.Cl.CNC.C(P1(=O)OP(=O)(CCC)OP(=O)(CCC)O1)CC. (8) The reactants are: CON(C)[C:4](=[O:18])[C:5]1[CH:10]=[CH:9][C:8]([C:11]([F:14])([F:13])[F:12])=[CH:7][C:6]=1[CH2:15][CH2:16][CH3:17].[H-].[H-].[H-].[H-].[Li+].[Al+3].C(C(C(C([O-])=O)O)O)([O-])=O.[K+].[Na+].CCOCC. Given the product [CH2:15]([C:6]1[CH:7]=[C:8]([C:11]([F:12])([F:13])[F:14])[CH:9]=[CH:10][C:5]=1[CH:4]=[O:18])[CH2:16][CH3:17], predict the reactants needed to synthesize it.